Dataset: NCI-60 drug combinations with 297,098 pairs across 59 cell lines. Task: Regression. Given two drug SMILES strings and cell line genomic features, predict the synergy score measuring deviation from expected non-interaction effect. Drug 1: C1CCN(CC1)CCOC2=CC=C(C=C2)C(=O)C3=C(SC4=C3C=CC(=C4)O)C5=CC=C(C=C5)O. Drug 2: CCCCC(=O)OCC(=O)C1(CC(C2=C(C1)C(=C3C(=C2O)C(=O)C4=C(C3=O)C=CC=C4OC)O)OC5CC(C(C(O5)C)O)NC(=O)C(F)(F)F)O. Cell line: COLO 205. Synergy scores: CSS=-3.77, Synergy_ZIP=5.78, Synergy_Bliss=5.31, Synergy_Loewe=2.46, Synergy_HSA=-2.34.